This data is from Catalyst prediction with 721,799 reactions and 888 catalyst types from USPTO. The task is: Predict which catalyst facilitates the given reaction. (1) Reactant: [N:1]([C:3]1[C:4]([C:14]([F:17])([F:16])[F:15])=[N:5][NH:6][C:7]=1[C:8]1[CH:13]=[CH:12][CH:11]=[CH:10][CH:9]=1)=O. Product: [NH2:1][C:3]1[C:4]([C:14]([F:17])([F:16])[F:15])=[N:5][NH:6][C:7]=1[C:8]1[CH:13]=[CH:12][CH:11]=[CH:10][CH:9]=1. The catalyst class is: 29. (2) Reactant: [CH2:1]([O:3][C:4](=[O:14])[CH2:5][NH:6][CH2:7][C:8]1[CH:13]=[CH:12][CH:11]=[CH:10][CH:9]=1)[CH3:2].[C:15](Cl)(=[O:19])[CH:16]([CH3:18])[CH3:17]. Product: [CH2:7]([N:6]([CH2:5][C:4]([OH:3])=[O:14])[C:15](=[O:19])[CH:16]([CH3:18])[CH3:17])[C:8]1[CH:9]=[CH:10][CH:11]=[CH:12][CH:13]=1.[CH2:1]([O:3][C:4](=[O:14])[CH2:5][N:6]([CH2:7][C:8]1[CH:13]=[CH:12][CH:11]=[CH:10][CH:9]=1)[C:15](=[O:19])[CH:16]([CH3:18])[CH3:17])[CH3:2]. The catalyst class is: 2. (3) Reactant: [CH3:1][N:2]1[CH2:6][C:5]([CH3:8])([CH3:7])[CH2:4][C@H:3]1[C:9]([OH:11])=O.[F:12][C:13]1[CH:14]=[CH:15][C:16]([NH:19][NH2:20])=[N:17][CH:18]=1.CCN(C(C)C)C(C)C.CN(C(ON1N=NC2C=CC=NC1=2)=[N+](C)C)C.F[P-](F)(F)(F)(F)F.N. Product: [F:12][C:13]1[CH:14]=[CH:15][C:16]([NH:19][NH:20][C:9]([C@@H:3]2[CH2:4][C:5]([CH3:7])([CH3:8])[CH2:6][N:2]2[CH3:1])=[O:11])=[N:17][CH:18]=1. The catalyst class is: 61. (4) Reactant: Br[C:2]1[CH:11]=[N:10][C:9]2[C:4](=[CH:5][CH:6]=[C:7]([OH:21])[C:8]=2[C:12]([NH:14][CH2:15][C:16]([O:18][CH2:19][CH3:20])=[O:17])=[O:13])[N:3]=1.[OH:22][C:23]1[CH:28]=[CH:27][CH:26]=[CH:25][C:24]=1B(O)O.C(=O)([O-])[O-].[K+].[K+]. Product: [OH:21][C:7]1[C:8]([C:12]([NH:14][CH2:15][C:16]([O:18][CH2:19][CH3:20])=[O:17])=[O:13])=[C:9]2[C:4](=[CH:5][CH:6]=1)[N:3]=[C:2]([C:24]1[CH:25]=[CH:26][CH:27]=[CH:28][C:23]=1[OH:22])[CH:11]=[N:10]2. The catalyst class is: 70. (5) Reactant: [CH2:1]=[C:2]1[S:6]/[C:5](=[N:7]\[C:8](=[O:10])[CH3:9])/[N:4]([C:11]2[CH:16]=[CH:15][C:14]([C:17]([F:20])([F:19])[F:18])=[CH:13][CH:12]=2)[CH2:3]1.[C:21]([OH:24])(=[O:23])[CH3:22].ICl.C([O-])(=O)C.[K+]. Product: [C:21]([O:24][CH2:1][C:2]1[S:6]/[C:5](=[N:7]\[C:8](=[O:10])[CH3:9])/[N:4]([C:11]2[CH:16]=[CH:15][C:14]([C:17]([F:20])([F:19])[F:18])=[CH:13][CH:12]=2)[CH:3]=1)(=[O:23])[CH3:22]. The catalyst class is: 4. (6) Reactant: [OH:1][CH:2]1[CH2:7][CH2:6][N:5]([C:8]([O:10][C:11]([CH3:14])([CH3:13])[CH3:12])=[O:9])[CH2:4][CH2:3]1.[H-].[Na+].Cl[CH2:18][C:19]1[N:20]([C:35]2[CH:40]=[CH:39][C:38]([F:41])=[CH:37][CH:36]=2)[C:21]([C:24]([C:27]2[CH:32]=[CH:31][C:30]([Cl:33])=[C:29]([Cl:34])[CH:28]=2)([CH3:26])[CH3:25])=[CH:22][N:23]=1. Product: [Cl:34][C:29]1[CH:28]=[C:27]([C:24]([C:21]2[N:20]([C:35]3[CH:36]=[CH:37][C:38]([F:41])=[CH:39][CH:40]=3)[C:19]([CH2:18][O:1][CH:2]3[CH2:3][CH2:4][N:5]([C:8]([O:10][C:11]([CH3:14])([CH3:13])[CH3:12])=[O:9])[CH2:6][CH2:7]3)=[N:23][CH:22]=2)([CH3:26])[CH3:25])[CH:32]=[CH:31][C:30]=1[Cl:33]. The catalyst class is: 1. (7) Reactant: [CH2:1]([C@@H:5]1[CH2:22][N:9]2[CH2:10][CH2:11][C:12]3[C:17]([C@H:8]2[CH2:7][C@H:6]1[O:23][C:24](=[O:40])[CH:25]([NH:29]C(OCC1C=CC=CC=1)=O)[CH:26]([CH3:28])[CH3:27])=[CH:16][C:15]([O:18][CH3:19])=[C:14]([O:20][CH3:21])[CH:13]=3)[CH:2]([CH3:4])[CH3:3]. Product: [CH2:1]([C@@H:5]1[CH2:22][N:9]2[CH2:10][CH2:11][C:12]3[C:17]([C@H:8]2[CH2:7][C@H:6]1[O:23][C:24](=[O:40])[C@@H:25]([NH2:29])[CH:26]([CH3:28])[CH3:27])=[CH:16][C:15]([O:18][CH3:19])=[C:14]([O:20][CH3:21])[CH:13]=3)[CH:2]([CH3:4])[CH3:3]. The catalyst class is: 19. (8) Reactant: C(=O)([O-])[O-].[Cs+].[Cs+].[F:7][C:8]([F:20])([F:19])[O:9][C:10]1[CH:11]=[C:12](B(O)O)[CH:13]=[CH:14][CH:15]=1.ClCCl.[CH3:24][O:25][C:26]1[CH:56]=[C:55]([O:57][CH3:58])[CH:54]=[CH:53][C:27]=1[CH2:28][N:29]1[CH2:34][CH:33]([CH:35]2[CH2:40][CH2:39][N:38]([C:41]([O:43][C:44]([CH3:47])([CH3:46])[CH3:45])=[O:42])[CH2:37][CH2:36]2)[N:32]2[CH:48]=[C:49](I)[CH:50]=[C:31]2[C:30]1=[O:52]. Product: [CH3:24][O:25][C:26]1[CH:56]=[C:55]([O:57][CH3:58])[CH:54]=[CH:53][C:27]=1[CH2:28][N:29]1[CH2:34][CH:33]([CH:35]2[CH2:36][CH2:37][N:38]([C:41]([O:43][C:44]([CH3:47])([CH3:46])[CH3:45])=[O:42])[CH2:39][CH2:40]2)[N:32]2[CH:48]=[C:49]([C:12]3[CH:13]=[CH:14][CH:15]=[C:10]([O:9][C:8]([F:20])([F:19])[F:7])[CH:11]=3)[CH:50]=[C:31]2[C:30]1=[O:52]. The catalyst class is: 38. (9) Reactant: [C:1]([C:3]1[C:4]([O:13][CH:14]([CH3:19])[C:15]([F:18])([F:17])[F:16])=[N:5][CH:6]=[C:7]([CH:12]=1)[C:8]([O:10]C)=[O:9])#[N:2].FC(F)(F)C(O)C.[OH-].[Na+]. Product: [C:1]([C:3]1[C:4]([O:13][CH:14]([CH3:19])[C:15]([F:18])([F:17])[F:16])=[N:5][CH:6]=[C:7]([CH:12]=1)[C:8]([OH:10])=[O:9])#[N:2]. The catalyst class is: 28. (10) Reactant: [F:1][C:2]1[CH:7]=[CH:6][CH:5]=[C:4]([F:8])[C:3]=1[N:9]1[C:14]2[N:15]=[C:16]([N:29]3[CH2:34][CH2:33][CH:32]([N:35]4[CH2:40][CH2:39][CH:38]([CH3:41])[CH2:37][CH2:36]4)[CH2:31][CH2:30]3)[N:17]=[C:18]([C:19]3[CH:20]=[C:21]([CH:25]=[CH:26][C:27]=3[CH3:28])[C:22](O)=[O:23])[C:13]=2[CH:12]=[CH:11][C:10]1=[O:42].CN(C(ON1N=NC2C=CC=CC1=2)=[N+](C)C)C.F[P-](F)(F)(F)(F)F.C(N(CC)CC)C.[F:74][C:75]1[CH:81]=[CH:80][C:78]([NH2:79])=[CH:77][CH:76]=1. Product: [F:8][C:4]1[CH:5]=[CH:6][CH:7]=[C:2]([F:1])[C:3]=1[N:9]1[C:14]2[N:15]=[C:16]([N:29]3[CH2:34][CH2:33][CH:32]([N:35]4[CH2:36][CH2:37][CH:38]([CH3:41])[CH2:39][CH2:40]4)[CH2:31][CH2:30]3)[N:17]=[C:18]([C:19]3[CH:20]=[C:21]([CH:25]=[CH:26][C:27]=3[CH3:28])[C:22]([NH:79][C:78]3[CH:80]=[CH:81][C:75]([F:74])=[CH:76][CH:77]=3)=[O:23])[C:13]=2[CH:12]=[CH:11][C:10]1=[O:42]. The catalyst class is: 3.